Dataset: Forward reaction prediction with 1.9M reactions from USPTO patents (1976-2016). Task: Predict the product of the given reaction. Given the reactants [OH-].[Na+].COCCOCCN(CCOCCOC)CCOCCOC.[F:25][C:26]1[CH:31]=[CH:30][CH:29]=[CH:28][C:27]=1[SH:32].Cl[CH:34]([F:36])[F:35], predict the reaction product. The product is: [F:35][CH:34]([S:32][C:27]1[CH:28]=[CH:29][CH:30]=[CH:31][C:26]=1[F:25])[F:36].